Predict the product of the given reaction. From a dataset of Forward reaction prediction with 1.9M reactions from USPTO patents (1976-2016). (1) Given the reactants [S:1]1[C:5]2[CH:6]=[CH:7][CH:8]=[CH:9][C:4]=2[N:3]=[C:2]1[CH:10]([OH:37])[CH:11]([NH:15][C:16](=[O:36])[C@@H:17]([NH:29][CH:30]1[CH2:35][CH2:34][O:33][CH2:32][CH2:31]1)[CH2:18][S:19]([CH2:22][C:23]1[CH:28]=[CH:27][CH:26]=[CH:25][CH:24]=1)(=[O:21])=[O:20])[CH2:12][CH2:13][CH3:14].S([O-])([O-])(=O)=S.[Na+].[Na+].C(=O)(O)[O-].[Na+], predict the reaction product. The product is: [S:1]1[C:5]2[CH:6]=[CH:7][CH:8]=[CH:9][C:4]=2[N:3]=[C:2]1[C:10]([CH:11]([NH:15][C:16](=[O:36])[C@@H:17]([NH:29][CH:30]1[CH2:31][CH2:32][O:33][CH2:34][CH2:35]1)[CH2:18][S:19]([CH2:22][C:23]1[CH:24]=[CH:25][CH:26]=[CH:27][CH:28]=1)(=[O:21])=[O:20])[CH2:12][CH2:13][CH3:14])=[O:37]. (2) Given the reactants [CH2:1]([O:4][CH:5]([C:9]1[CH:14]=[CH:13][C:12]([Cl:15])=[CH:11][CH:10]=1)[C:6](Cl)=[O:7])[C:2]#[CH:3].[NH2:16][C:17]1[CH:22]=[CH:21][N:20]=[CH:19][C:18]=1[C:23]1[CH:28]=[CH:27][C:26]([O:29][CH3:30])=[C:25]([O:31][CH3:32])[CH:24]=1.C(N(CC)CC)C.O1CCCC1, predict the reaction product. The product is: [CH3:32][O:31][C:25]1[CH:24]=[C:23]([C:18]2[CH:19]=[N:20][CH:21]=[CH:22][C:17]=2[NH:16][C:6](=[O:7])[CH:5]([O:4][CH2:1][C:2]#[CH:3])[C:9]2[CH:14]=[CH:13][C:12]([Cl:15])=[CH:11][CH:10]=2)[CH:28]=[CH:27][C:26]=1[O:29][CH3:30]. (3) Given the reactants [CH2:1]([N:3]([CH2:31][CH3:32])[CH2:4][CH2:5][CH2:6][CH2:7][NH:8][C:9]([CH2:11][N:12]([CH2:19][C:20]1[CH:25]=[C:24]([C:26](OCC)=[O:27])[CH:23]=[CH:22][N:21]=1)C(=O)C(F)(F)F)=[O:10])[CH3:2].[BH4-].[Na+], predict the reaction product. The product is: [CH2:31]([N:3]([CH2:1][CH3:2])[CH2:4][CH2:5][CH2:6][CH2:7][NH:8][C:9](=[O:10])[CH2:11][NH:12][CH2:19][C:20]1[CH:25]=[C:24]([CH2:26][OH:27])[CH:23]=[CH:22][N:21]=1)[CH3:32]. (4) Given the reactants [CH3:1][C@H:2]1[CH2:6][C@@H:5]([CH2:7][N:8]2[C:16]3[C:11](=[CH:12][C:13]([C:17]4[CH:18]=[N:19][N:20](C5CCCCO5)[CH:21]=4)=[CH:14][CH:15]=3)[CH:10]=[CH:9]2)[CH2:4][N:3]1[C:28](=[O:37])[CH2:29][CH2:30][C:31]1[CH:36]=[CH:35][CH:34]=[CH:33][CH:32]=1.C([O-])(O)=O.[Na+], predict the reaction product. The product is: [NH:19]1[CH:18]=[C:17]([C:13]2[CH:12]=[C:11]3[C:16](=[CH:15][CH:14]=2)[N:8]([CH2:7][C@H:5]2[CH2:4][N:3]([C:28](=[O:37])[CH2:29][CH2:30][C:31]4[CH:32]=[CH:33][CH:34]=[CH:35][CH:36]=4)[C@@H:2]([CH3:1])[CH2:6]2)[CH:9]=[CH:10]3)[CH:21]=[N:20]1. (5) Given the reactants C([O:8][C:9]1[CH:10]=[CH:11][C:12]([C:15]2[NH:16][C:17]([CH:20]([C:28]3[CH:33]=[CH:32][C:31]([S:34]([CH:37]4[CH2:39][CH2:38]4)(=[O:36])=[O:35])=[CH:30][CH:29]=3)[CH2:21][CH:22]3[CH2:27][CH2:26][O:25][CH2:24][CH2:23]3)=[CH:18][CH:19]=2)=[N:13][CH:14]=1)C1C=CC=CC=1.C(O)C, predict the reaction product. The product is: [CH:37]1([S:34]([C:31]2[CH:32]=[CH:33][C:28]([CH:20]([C:17]3[NH:16][C:15]([C:12]4[N:13]=[CH:14][C:9]([OH:8])=[CH:10][CH:11]=4)=[CH:19][CH:18]=3)[CH2:21][CH:22]3[CH2:27][CH2:26][O:25][CH2:24][CH2:23]3)=[CH:29][CH:30]=2)(=[O:36])=[O:35])[CH2:39][CH2:38]1.